Dataset: Peptide-MHC class II binding affinity with 134,281 pairs from IEDB. Task: Regression. Given a peptide amino acid sequence and an MHC pseudo amino acid sequence, predict their binding affinity value. This is MHC class II binding data. (1) The peptide sequence is TKGEGGVWTFDSEEP. The MHC is DRB1_1101 with pseudo-sequence DRB1_1101. The binding affinity (normalized) is 0.231. (2) The peptide sequence is NGSAEVHRGAVPRRG. The MHC is DRB1_0101 with pseudo-sequence DRB1_0101. The binding affinity (normalized) is 0.0153. (3) The MHC is DRB1_0101 with pseudo-sequence DRB1_0101. The binding affinity (normalized) is 0.358. The peptide sequence is DLGRNEVVNDVSTFS. (4) The peptide sequence is KLSDLIIADISTAQE. The MHC is HLA-DQA10301-DQB10302 with pseudo-sequence HLA-DQA10301-DQB10302. The binding affinity (normalized) is 0.397. (5) The peptide sequence is YFRNEQSIPPLIQKY. The MHC is HLA-DQA10102-DQB10602 with pseudo-sequence HLA-DQA10102-DQB10602. The binding affinity (normalized) is 0.703.